Dataset: Catalyst prediction with 721,799 reactions and 888 catalyst types from USPTO. Task: Predict which catalyst facilitates the given reaction. Reactant: [S:1](=[O:5])(=[O:4])([OH:3])[OH:2].[N:6]([O-])=O.[Na+].[N+:10]([C:13]1[CH:14]=[C:15]([C:20]2[CH:25]=[CH:24][CH:23]=[CH:22][CH:21]=2)[CH:16]=[CH:17][C:18]=1[NH2:19])([O-:12])=[O:11].C(OCC)C. Product: [S:1]([O-:5])([OH:4])(=[O:3])=[O:2].[C:20]1([C:15]2[CH:16]=[CH:17][C:18]([N+:19]#[N:6])=[C:13]([N+:10]([O-:12])=[O:11])[CH:14]=2)[CH:25]=[CH:24][CH:23]=[CH:22][CH:21]=1. The catalyst class is: 15.